This data is from Forward reaction prediction with 1.9M reactions from USPTO patents (1976-2016). The task is: Predict the product of the given reaction. (1) Given the reactants [CH3:1][O:2][C:3](=[O:26])[C:4]([NH:6][C:7]1[CH:8]=[CH:9][C:10]([N:13]2[CH2:18][CH2:17][N:16](C(OC(C)(C)C)=O)[CH2:15][CH2:14]2)=[N:11][CH:12]=1)=[O:5].[CH3:27][S:28](Cl)(=[O:30])=[O:29], predict the reaction product. The product is: [CH3:27][S:28]([N:16]1[CH2:17][CH2:18][N:13]([C:10]2[N:11]=[CH:12][C:7]([NH:6][C:4](=[O:5])[C:3]([O:2][CH3:1])=[O:26])=[CH:8][CH:9]=2)[CH2:14][CH2:15]1)(=[O:30])=[O:29]. (2) Given the reactants [C:1]([C:5]1[CH:12]=[CH:11][C:8]([CH:9]=O)=[CH:7][CH:6]=1)([CH3:4])([CH3:3])[CH3:2].[Cl:13][C:14]1[CH:15]=[C:16]([CH2:21][CH2:22][NH2:23])[CH:17]=[CH:18][C:19]=1[Cl:20].[BH4-].[Na+], predict the reaction product. The product is: [C:1]([C:5]1[CH:12]=[CH:11][C:8]([CH2:9][NH:23][CH2:22][CH2:21][C:16]2[CH:17]=[CH:18][C:19]([Cl:20])=[C:14]([Cl:13])[CH:15]=2)=[CH:7][CH:6]=1)([CH3:4])([CH3:3])[CH3:2]. (3) Given the reactants [NH2:1][CH2:2][C@@H:3]1[C@H:8]([CH3:9])[CH2:7][CH2:6][CH2:5][N:4]1[C:10]([C:12]1[C:17]([C:18]2[CH:19]=[N:20][CH:21]=[CH:22][CH:23]=2)=[CH:16][CH:15]=[C:14]([CH3:24])[N:13]=1)=[O:11].Cl[C:26]1[N:31]=[CH:30][C:29]([C:32]([F:35])([F:34])[F:33])=[CH:28][N:27]=1, predict the reaction product. The product is: [CH3:9][C@@H:8]1[CH2:7][CH2:6][CH2:5][N:4]([C:10]([C:12]2[C:17]([C:18]3[CH:19]=[N:20][CH:21]=[CH:22][CH:23]=3)=[CH:16][CH:15]=[C:14]([CH3:24])[N:13]=2)=[O:11])[C@@H:3]1[CH2:2][NH:1][C:26]1[N:31]=[CH:30][C:29]([C:32]([F:35])([F:34])[F:33])=[CH:28][N:27]=1. (4) Given the reactants [NH2:1][CH2:2][C@@H:3]([C:5]1[CH:6]=[CH:7][C:8]([OH:16])=[C:9]([NH:11][S:12]([CH3:15])(=[O:14])=[O:13])[CH:10]=1)[OH:4].[F:17][C:18]1[CH:48]=[CH:47][CH:46]=[C:45]([F:49])[C:19]=1[CH2:20][N:21]([CH:42]([CH3:44])[CH3:43])[C:22]([NH:24][C:25]1[CH:30]=[CH:29][C:28]([S:31]([N:34]2[CH2:39][CH2:38][CH:37]([CH:40]=O)[CH2:36][CH2:35]2)(=[O:33])=[O:32])=[CH:27][CH:26]=1)=[O:23].C(O)(=O)C.C([BH3-])#N.[Na+], predict the reaction product. The product is: [F:49][C:45]1[CH:46]=[CH:47][CH:48]=[C:18]([F:17])[C:19]=1[CH2:20][N:21]([CH:42]([CH3:44])[CH3:43])[C:22](=[O:23])[NH:24][C:25]1[CH:26]=[CH:27][C:28]([S:31]([N:34]2[CH2:35][CH2:36][CH:37]([CH2:40][NH:1][CH2:2][C@@H:3]([C:5]3[CH:6]=[CH:7][C:8]([OH:16])=[C:9]([NH:11][S:12]([CH3:15])(=[O:14])=[O:13])[CH:10]=3)[OH:4])[CH2:38][CH2:39]2)(=[O:33])=[O:32])=[CH:29][CH:30]=1. (5) The product is: [CH3:1][O:2][C:3]1[CH:8]=[CH:7][C:6]([C:9](=[O:10])[CH2:14][CH2:15][C:16]2[NH:20][N:19]=[C:18]([C:21]3[CH:22]=[CH:23][N:24]=[CH:25][CH:26]=3)[N:17]=2)=[CH:5][CH:4]=1. Given the reactants [CH3:1][O:2][C:3]1[CH:8]=[CH:7][C:6]([C:9]2([CH2:14][CH2:15][C:16]3[NH:20][N:19]=[C:18]([C:21]4[CH:26]=[CH:25][N:24]=[CH:23][CH:22]=4)[N:17]=3)OCC[O:10]2)=[CH:5][CH:4]=1.CCO.Cl, predict the reaction product. (6) Given the reactants Cl[C:2]1[CH:7]=[C:6]([C:8]([NH:10][C:11]2[CH:16]=[C:15]([NH:17][C:18]([C:20]3[CH:25]=[CH:24][N:23]=[C:22]([N:26]4[CH2:31][CH2:30][O:29][CH2:28][CH2:27]4)[CH:21]=3)=[O:19])[CH:14]=[CH:13][C:12]=2[Cl:32])=[O:9])[CH:5]=[CH:4][N:3]=1.[CH3:33][N:34]([CH3:40])[CH2:35][CH2:36][CH2:37][NH:38][CH3:39], predict the reaction product. The product is: [Cl:32][C:12]1[CH:13]=[CH:14][C:15]([NH:17][C:18]([C:20]2[CH:25]=[CH:24][N:23]=[C:22]([N:26]3[CH2:27][CH2:28][O:29][CH2:30][CH2:31]3)[CH:21]=2)=[O:19])=[CH:16][C:11]=1[NH:10][C:8]([C:6]1[CH:5]=[CH:4][N:3]=[C:2]([N:38]([CH2:37][CH2:36][CH2:35][N:34]([CH3:40])[CH3:33])[CH3:39])[CH:7]=1)=[O:9]. (7) Given the reactants [CH3:1][C:2]1[CH:3]=[N:4][NH:5][CH:6]=1.S(=O)(=O)(O)O.[F:12][C:13](I)([F:15])[F:14].OO, predict the reaction product. The product is: [CH3:1][C:2]1[C:3]([C:13]([F:15])([F:14])[F:12])=[N:4][NH:5][CH:6]=1. (8) Given the reactants Br[C:2]1[C:7](=[O:8])[N:6]([CH2:9][C:10]2[CH:15]=[CH:14][C:13]([C:16]3[C:17]([C:22]#[N:23])=[CH:18][CH:19]=[CH:20][CH:21]=3)=[CH:12][CH:11]=2)[C:5]([CH2:24][CH2:25][CH3:26])=[N:4][C:3]=1[CH3:27].[CH3:28][C:29]1([CH3:41])[CH2:33][C:32]2[CH:34]=[C:35](B(O)O)[CH:36]=[CH:37][C:31]=2[O:30]1.C(=O)([O-])[O-].[Cs+].[Cs+], predict the reaction product. The product is: [CH3:28][C:29]1([CH3:41])[CH2:33][C:32]2[CH:34]=[C:35]([C:2]3[C:7](=[O:8])[N:6]([CH2:9][C:10]4[CH:15]=[CH:14][C:13]([C:16]5[C:17]([C:22]#[N:23])=[CH:18][CH:19]=[CH:20][CH:21]=5)=[CH:12][CH:11]=4)[C:5]([CH2:24][CH2:25][CH3:26])=[N:4][C:3]=3[CH3:27])[CH:36]=[CH:37][C:31]=2[O:30]1. (9) Given the reactants [CH3:1][N:2]1[CH2:6][CH2:5][CH2:4][CH:3]1[C:7]([NH:9][C@H:10]([C:29]([O:31]C)=[O:30])[CH2:11][C:12]1[CH:17]=[CH:16][C:15]([O:18][CH2:19][CH2:20][C:21]2[CH:26]=[CH:25][CH:24]=[C:23]([NH:27][CH3:28])[N:22]=2)=[CH:14][CH:13]=1)=[O:8].[OH-].[Na+], predict the reaction product. The product is: [CH3:1][N:2]1[CH2:6][CH2:5][CH2:4][CH:3]1[C:7]([NH:9][C@H:10]([C:29]([OH:31])=[O:30])[CH2:11][C:12]1[CH:17]=[CH:16][C:15]([O:18][CH2:19][CH2:20][C:21]2[CH:26]=[CH:25][CH:24]=[C:23]([NH:27][CH3:28])[N:22]=2)=[CH:14][CH:13]=1)=[O:8].